Dataset: Full USPTO retrosynthesis dataset with 1.9M reactions from patents (1976-2016). Task: Predict the reactants needed to synthesize the given product. (1) The reactants are: [F:1][C:2]1[CH:7]=[CH:6][C:5]([CH:8]([C:32]2[CH:37]=[CH:36][C:35]([F:38])=[CH:34][CH:33]=2)[C:9]2[S:13][C:12]([C:14]([NH:16][C@@H:17]([CH2:21][CH2:22][CH2:23][NH:24]C(OC(C)(C)C)=O)[C:18]([OH:20])=[O:19])=[O:15])=[CH:11][CH:10]=2)=[CH:4][CH:3]=1.[C:39]([OH:45])([C:41]([F:44])([F:43])[F:42])=[O:40].C([SiH](CC)CC)C. Given the product [NH2:24][CH2:23][CH2:22][CH2:21][C@H:17]([NH:16][C:14]([C:12]1[S:13][C:9]([CH:8]([C:32]2[CH:33]=[CH:34][C:35]([F:38])=[CH:36][CH:37]=2)[C:5]2[CH:6]=[CH:7][C:2]([F:1])=[CH:3][CH:4]=2)=[CH:10][CH:11]=1)=[O:15])[C:18]([OH:20])=[O:19].[C:39]([OH:45])([C:41]([F:44])([F:43])[F:42])=[O:40], predict the reactants needed to synthesize it. (2) Given the product [CH3:24][C:25]1[CH:31]=[CH:30][C:28]([NH2:29])=[CH:27][C:26]=1[C:2]1[CH:7]=[N:6][C:5]([O:8][CH2:9][CH2:10][O:11][CH:12]2[CH2:17][CH2:16][CH2:15][CH2:14][O:13]2)=[C:4]([N:18]2[CH2:23][CH2:22][O:21][CH2:20][CH2:19]2)[CH:3]=1, predict the reactants needed to synthesize it. The reactants are: Br[C:2]1[CH:3]=[C:4]([N:18]2[CH2:23][CH2:22][O:21][CH2:20][CH2:19]2)[C:5]([O:8][CH2:9][CH2:10][O:11][CH:12]2[CH2:17][CH2:16][CH2:15][CH2:14][O:13]2)=[N:6][CH:7]=1.[CH3:24][C:25]1[CH:31]=[CH:30][C:28]([NH2:29])=[CH:27][C:26]=1B1OC(C)(C)C(C)(C)O1.C(Cl)Cl.C(=O)([O-])[O-].[Na+].[Na+]. (3) Given the product [Br:1][C:2]1[N:3]([CH2:17][CH2:16][CH2:15][C:14]#[CH:13])[C:4]2[C:9]([N:10]=1)=[C:8]([NH2:11])[N:7]=[CH:6][N:5]=2, predict the reactants needed to synthesize it. The reactants are: [Br:1][C:2]1[NH:10][C:9]2[C:4](=[N:5][CH:6]=[N:7][C:8]=2[NH2:11])[N:3]=1.Cl[CH2:13][CH2:14][CH2:15][C:16]#[CH:17]. (4) Given the product [C:1]1([S:7]([N:10]2[CH2:12][C@@H:11]([C:13]([N:15]3[CH2:16][CH2:17][N:18]([C:21]4[CH:26]=[C:25]([CH3:27])[CH:24]=[CH:23][C:22]=4[CH3:28])[CH2:19][CH2:20]3)=[O:14])[N:39]([C:33]3[CH:34]=[CH:35][C:36]([F:38])=[CH:37][C:32]=3[F:31])[C:40]2=[O:41])(=[O:9])=[O:8])[CH:6]=[CH:5][CH:4]=[CH:3][CH:2]=1, predict the reactants needed to synthesize it. The reactants are: [C:1]1([S:7]([N@:10]2[CH2:12][CH:11]2[C:13]([N:15]2[CH2:20][CH2:19][N:18]([C:21]3[CH:26]=[C:25]([CH3:27])[CH:24]=[CH:23][C:22]=3[CH3:28])[CH2:17][CH2:16]2)=[O:14])(=[O:9])=[O:8])[CH:6]=[CH:5][CH:4]=[CH:3][CH:2]=1.[I-].[Na+].[F:31][C:32]1[CH:37]=[C:36]([F:38])[CH:35]=[CH:34][C:33]=1[N:39]=[C:40]=[O:41].